Task: Predict the reactants needed to synthesize the given product.. Dataset: Full USPTO retrosynthesis dataset with 1.9M reactions from patents (1976-2016) (1) Given the product [ClH:31].[ClH:31].[C:1]([C:3]1[CH:4]=[C:5]([CH:9]([C:24]2([OH:30])[CH2:25][CH2:26][CH2:27][CH2:28][CH2:29]2)[CH2:10][N:11]2[CH2:12][CH2:13][NH:14][CH2:15][CH2:16]2)[CH:6]=[CH:7][CH:8]=1)#[N:2], predict the reactants needed to synthesize it. The reactants are: [C:1]([C:3]1[CH:4]=[C:5]([CH:9]([C:24]2([OH:30])[CH2:29][CH2:28][CH2:27][CH2:26][CH2:25]2)[CH2:10][N:11]2[CH2:16][CH2:15][N:14](C(OC(C)(C)C)=O)[CH2:13][CH2:12]2)[CH:6]=[CH:7][CH:8]=1)#[N:2].[ClH:31]. (2) Given the product [O:1]=[C:2]1[NH:7][N:6]=[C:5]([C:8]([NH:28][CH2:27][C@H:24]2[CH2:23][CH2:22][C@@H:21]([CH2:20][CH2:19][O:12][C:13]3[CH:14]=[CH:15][CH:16]=[CH:17][CH:18]=3)[CH2:26][CH2:25]2)=[O:10])[CH2:4][CH2:3]1, predict the reactants needed to synthesize it. The reactants are: [O:1]=[C:2]1[NH:7][N:6]=[C:5]([C:8]([OH:10])=O)[CH2:4][CH2:3]1.Cl.[O:12]([CH2:19][CH2:20][C@@H:21]1[CH2:26][CH2:25][C@H:24]([CH2:27][NH2:28])[CH2:23][CH2:22]1)[C:13]1[CH:18]=[CH:17][CH:16]=[CH:15][CH:14]=1. (3) Given the product [CH2:21]([O:20][C:18]([NH:11][C:5]1[CH:4]=[CH:3][C:2]([OH:1])=[CH:10][C:6]=1[C:7]([OH:9])=[O:8])=[O:19])[C:22]1[CH:27]=[CH:26][CH:25]=[CH:24][CH:23]=1, predict the reactants needed to synthesize it. The reactants are: [OH:1][C:2]1[CH:10]=[C:6]([C:7]([OH:9])=[O:8])[C:5]([NH2:11])=[CH:4][CH:3]=1.C(=O)([O-])O.[Na+].Cl[C:18]([O:20][CH2:21][C:22]1[CH:27]=[CH:26][CH:25]=[CH:24][CH:23]=1)=[O:19].Cl. (4) Given the product [CH:27]1([NH:30][C:31]([C:33]2[C:41]3[C:36](=[CH:37][C:38]([O:42][C:2]4[CH:7]=[CH:6][N:5]=[C:4]5[CH:8]=[C:9]([C:11]([N:13]6[CH2:17][CH2:16][CH2:15][C@H:14]6[CH2:18][OH:19])=[O:12])[S:10][C:3]=45)=[CH:39][CH:40]=3)[N:35]([CH3:43])[C:34]=2[CH3:44])=[O:32])[CH2:28][CH2:29]1, predict the reactants needed to synthesize it. The reactants are: Cl[C:2]1[CH:7]=[CH:6][N:5]=[C:4]2[CH:8]=[C:9]([C:11]([N:13]3[CH2:17][CH2:16][CH2:15][C@H:14]3[CH2:18][O:19][Si](C(C)(C)C)(C)C)=[O:12])[S:10][C:3]=12.[CH:27]1([NH:30][C:31]([C:33]2[C:41]3[C:36](=[CH:37][C:38]([OH:42])=[CH:39][CH:40]=3)[N:35]([CH3:43])[C:34]=2[CH3:44])=[O:32])[CH2:29][CH2:28]1.C([O-])([O-])=O.[Cs+].[Cs+]. (5) Given the product [Br:5][C:6]1[CH:7]=[C:8]([CH:23]=[CH:24][CH:25]=1)[CH2:9][C@@H:10]([C:19]([O:21][CH3:22])=[O:20])[N:11]([C:12]([O:14][C:15]([CH3:18])([CH3:17])[CH3:16])=[O:13])[CH3:2], predict the reactants needed to synthesize it. The reactants are: I[CH3:2].[H-].[Na+].[Br:5][C:6]1[CH:7]=[C:8]([CH:23]=[CH:24][CH:25]=1)[CH2:9][C@@H:10]([C:19]([O:21][CH3:22])=[O:20])[NH:11][C:12]([O:14][C:15]([CH3:18])([CH3:17])[CH3:16])=[O:13].O. (6) Given the product [NH:25]1[CH2:33][CH2:32][NH:31][CH2:30][CH2:29][NH:28][CH2:27][CH2:26]1.[Cl:1][C:2]1[CH:21]=[CH:20][CH:19]=[CH:18][C:3]=1[C:4]([Cl:17])([C:11]1[CH:12]=[CH:13][CH:14]=[CH:15][CH:16]=1)[C:5]1[CH:6]=[CH:7][CH:8]=[CH:9][CH:10]=1, predict the reactants needed to synthesize it. The reactants are: [Cl:1][C:2]1[CH:21]=[CH:20][CH:19]=[CH:18][C:3]=1[C:4]([Cl:17])([C:11]1[CH:16]=[CH:15][CH:14]=[CH:13][CH:12]=1)[C:5]1[CH:10]=[CH:9][CH:8]=[CH:7][CH:6]=1.Cl.Cl.Cl.[NH:25]1[CH2:33][CH2:32][NH:31][CH2:30][CH2:29][NH:28][CH2:27][CH2:26]1.C(N(C(C)C)CC)(C)C. (7) Given the product [Br:16][C:3]1[C:4]2[CH:5]=[CH:6][C:7]3[C:12](=[CH:11][CH:10]=[CH:9][CH:8]=3)[C:13]=2[CH:14]=[CH:15][CH:2]=1, predict the reactants needed to synthesize it. The reactants are: N[C:2]1[CH:15]=[CH:14][C:13]2[C:12]3[C:7](=[CH:8][CH:9]=[CH:10][CH:11]=3)[CH:6]=[CH:5][C:4]=2[C:3]=1[Br:16].Cl.N([O-])=O.[Na+].[PH2](=O)O. (8) The reactants are: [Br:1][C:2]1[CH:7]=[C:6]([C:8]2[CH:13]=[CH:12][CH:11]=[CH:10][CH:9]=2)[C:5]([C:14](OC)=[O:15])=[CH:4][CH:3]=1.[H-].[H-].[H-].[H-].[Li+].[Al+3].O. Given the product [Br:1][C:2]1[CH:3]=[CH:4][C:5]([CH2:14][OH:15])=[C:6]([C:8]2[CH:13]=[CH:12][CH:11]=[CH:10][CH:9]=2)[CH:7]=1, predict the reactants needed to synthesize it. (9) Given the product [Cl:11][C:10]1[CH:9]=[C:5]([C:6]([OH:8])=[O:7])[C:4]([O:12][CH3:13])=[CH:3][C:2]=1[C:18]1[CH:19]=[CH:20][CH:21]=[CH:22][C:17]=1[O:16][CH2:14][CH3:15], predict the reactants needed to synthesize it. The reactants are: I[C:2]1[C:10]([Cl:11])=[CH:9][C:5]([C:6]([OH:8])=[O:7])=[C:4]([O:12][CH3:13])[CH:3]=1.[CH2:14]([O:16][C:17]1[CH:22]=[CH:21][CH:20]=[CH:19][C:18]=1B(O)O)[CH3:15].C(=O)([O-])[O-].[K+].[K+].Cl.